This data is from NCI-60 drug combinations with 297,098 pairs across 59 cell lines. The task is: Regression. Given two drug SMILES strings and cell line genomic features, predict the synergy score measuring deviation from expected non-interaction effect. (1) Drug 1: C1CCN(CC1)CCOC2=CC=C(C=C2)C(=O)C3=C(SC4=C3C=CC(=C4)O)C5=CC=C(C=C5)O. Drug 2: C(CN)CNCCSP(=O)(O)O. Cell line: OVCAR-8. Synergy scores: CSS=-3.39, Synergy_ZIP=1.49, Synergy_Bliss=0.986, Synergy_Loewe=-2.27, Synergy_HSA=-1.96. (2) Drug 1: CCC1(CC2CC(C3=C(CCN(C2)C1)C4=CC=CC=C4N3)(C5=C(C=C6C(=C5)C78CCN9C7C(C=CC9)(C(C(C8N6C)(C(=O)OC)O)OC(=O)C)CC)OC)C(=O)OC)O.OS(=O)(=O)O. Drug 2: C1=NC2=C(N=C(N=C2N1C3C(C(C(O3)CO)O)F)Cl)N. Cell line: T-47D. Synergy scores: CSS=-2.81, Synergy_ZIP=1.83, Synergy_Bliss=2.35, Synergy_Loewe=-4.07, Synergy_HSA=-3.11. (3) Drug 1: C1CCC(CC1)NC(=O)N(CCCl)N=O. Drug 2: C1CN1P(=S)(N2CC2)N3CC3. Cell line: A498. Synergy scores: CSS=15.3, Synergy_ZIP=-3.29, Synergy_Bliss=4.03, Synergy_Loewe=3.11, Synergy_HSA=3.61.